Task: Binary Classification. Given a miRNA mature sequence and a target amino acid sequence, predict their likelihood of interaction.. Dataset: Experimentally validated miRNA-target interactions with 360,000+ pairs, plus equal number of negative samples (1) The miRNA is hsa-miR-8075 with sequence UGCUGAUGGCAGAUGUCGGGUCUG. The protein sequence of the target gene is MGLPIVPGLLLSLVLLALLMGIHPSGVTGLVPSLGDREKRDNLCPQGKYAHPKNNSICCTKCHKGTYLVSDCPSPGQETVCEVCDKGTFTASQNHVRQCLSCKTCRKEMFQVEISPCKADMDTVCGCKKNQFQRYLSETHFQCVDCSPCFNGTVTIPCKEKQNTVCNCHAGFFLSGNECTPCSHCKKNQECMKLCLPPVANVTNPQDSGTAVLLPLVIFLGLCLLFFICISLLCRYPQWRPRVYSIICRDSAPVKEVEGEGIVTKPLTPASIPAFSPNPGFNPTLGFSTTPRFSHPVSST.... Result: 0 (no interaction). (2) The miRNA is hsa-miR-3912-3p with sequence UAACGCAUAAUAUGGACAUGU. The protein sequence of the target gene is MSSGRRRGSAPWHSFSRFFAPRSPSRDKEEEEEERPGTSPPPAPGRSAASVENEPMSTSQKKENVLSSEAVKIRQSEDKRNHAEKPVTLPVQEDPKKAYDLSSSTSDTKIGESDRQPKESFFQFLGNLFNISGKSSLGEAKQSSFKDDQDKTEKDLQNPSDHHEDGIKREREIFSGSLRTQTHPTEEQDSNSSELSDAFSLDTTQDSDQETTNLLKQIDGKPEKPSVTYATYRGPRHIGKYLKQQTGLATVNTLDRENESSDSSTNRHIDPGSEIEAGVLPLLLSASTDSSMKGNLLEGP.... Result: 0 (no interaction). (3) The miRNA is mmu-miR-7025-5p with sequence CGUGAGCUGAAGCUGGUGGCUCCC. The protein sequence of the target gene is MGDWSALGKLLDKVQAYSTAGGKVWLSVLFIFRILLLGTAVESAWGDEQSAFRCNTQQPGCENVCYDKSFPISHVRFWVLQIIFVSVPTLLYLAHVFYVMRKEEKLNKKEEELKVAQTDGVNVEMHLKQIEIKKFKYGIEEHGKVKMRGGLLRTYIISILFKSVFEVAFLLIQWYIYGFSLSAVYTCKRDPCPHQVDCFLSRPTEKTIFIIFMLVVSLVSLALNIIELFYVFFKGVKDRVKGRSDPYHATTGPLSPSKDCGSPKYAYFNGCSSPTAPLSPMSPPGYKLVTGDRNNSSCRN.... Result: 0 (no interaction). (4) The miRNA is hsa-miR-660-3p with sequence ACCUCCUGUGUGCAUGGAUUA. The protein sequence of the target gene is MTSNSPIGLEGSDLSSINTMMSAVMSVASVTENGGSPQGIKSPMKPPGPNRIGRRNQETKEEKSSYNCPLCEKICTTQHQLTMHIRQHNTDTGGADHACSICGKSLSSASSLDRHMLVHSGERPYKCTVCGQSFTTNGNMHRHMKIHEKDTNSTTAAAPPSPLKRRRLSSKRKLSHDAESEDPGPAKKMVEDGQSGDLDKMSDEIFHCPVCFKEFVCKYELETHMETHSDNPLRCDICCVTFRTHRGLLRHNALVHKQLPRDAMGRPFIQNNPSIPAGFHDLGFTDFSCRKFPRISQAWC.... Result: 0 (no interaction). (5) The miRNA is mmu-miR-7217-5p with sequence AACUUGUAUCUUGUGAGACAGAAGG. The protein sequence of the target gene is MAVARHGYRPWGSILGLLGLALAAAAAWDVASLRCTFGSFCECDFWPDLPGLECDLAQHLAGQHLAKALVVKSLKAFVQDPAPSKPLVLSLHGWTGTGKSYVSSLLAQHLFRDGLRSPHVHHFSPIIHFPHPSRTEQYKKELKSWVQGNLTACGRSLFLFDEMDKLPPGLMEVLQPFLGPSWVVYGTNYRKAIFIFISNAGGEQINQVALEAWRSHRDREEISLQEVEPVISRAVMDNPQHGFWRSGIMEEHLLDAVVPFLPLQRHHVRHCVLNELAQLGLEPSEEVVQAVLDSTTYFPE.... Result: 0 (no interaction). (6) Result: 0 (no interaction). The miRNA is hsa-miR-6820-5p with sequence UGCGGCAGAGCUGGGGUCA. The protein sequence of the target gene is MAVWEAEQLGGLQRGDLLTPPAPDGDGRTAPLGQPPGAQLYCPACLVTCHSQEAFENHCASSEHAQMVAFDQALPWEHRSPPPGLSKFELCPKPDLCEYGDACTKAHSAQELQEWVRRTQAVELRGQAAWQDGLVPYQERLLAEYQRSSSEVLVLAETLDGVRVTCNQPLMYQAQERKTQYSWTFAVHSEEPLLHVALLKQEPGADFSLVAPGLPPGRLYARGERFRVPSSTADFQVGVRVQAASFGTFEQWVVFDFGRRPVLLQKLGLQLGQGRRPGPCRNLALGHPEEMERWHTGNRH.... (7) The miRNA is hsa-miR-103a-3p with sequence AGCAGCAUUGUACAGGGCUAUGA. The protein sequence of the target gene is MSASFVPNGASLEDCHCNLFCLADLTGIKWKKYVWQGPTSAPILFPVTEEDPILSSFSRCLKADVLGVWRRDQRPGRRELWIFWWGEDPSFADLIHHDLSEEEDGVWENGLSYECRTLLFKAVHNLLERCLMNRNFVRIGKWFVKPYEKDEKPINKSEHLSCSFTFFLHGDSNVCTSVEINQHQPVYLLSEEHITLAQQSNSPFQVILCPFGLNGTLTGQAFKMSDSATKKLIGEWKQFYPISCCLKEMSEEKQEDMDWEDDSLAAVEVLVAGVRMIYPACFVLVPQSDIPTPSPVGSTH.... Result: 1 (interaction).